This data is from Full USPTO retrosynthesis dataset with 1.9M reactions from patents (1976-2016). The task is: Predict the reactants needed to synthesize the given product. (1) The reactants are: [CH2:1]([C:3]1[N:7]=[C:6]([C:8]2[S:12][C:11]([NH2:13])=[N:10][C:9]=2[C:14]2[CH:19]=[CH:18][CH:17]=[CH:16][CH:15]=2)[O:5][N:4]=1)[CH3:2].[S:20]1[CH:24]=[CH:23][CH:22]=[C:21]1[CH2:25][C:26](Cl)=[O:27]. Given the product [CH2:1]([C:3]1[N:7]=[C:6]([C:8]2[S:12][C:11]([NH:13][C:26](=[O:27])[CH2:25][C:21]3[S:20][CH:24]=[CH:23][CH:22]=3)=[N:10][C:9]=2[C:14]2[CH:19]=[CH:18][CH:17]=[CH:16][CH:15]=2)[O:5][N:4]=1)[CH3:2], predict the reactants needed to synthesize it. (2) Given the product [CH2:1]([C:10]1[CH:15]=[CH:14][C:13]([O:16][C:17]2[CH:18]=[CH:19][CH:20]=[CH:21][CH:22]=2)=[C:12]([O:23][CH3:24])[CH:11]=1)[CH2:2][CH2:3][CH2:4][CH2:5][CH3:6], predict the reactants needed to synthesize it. The reactants are: [CH2:1]([Mg]Cl)[CH2:2][CH2:3][CH2:4][CH2:5][CH3:6].Cl[C:10]1[CH:15]=[CH:14][C:13]([O:16][C:17]2[CH:22]=[CH:21][CH:20]=[CH:19][CH:18]=2)=[C:12]([O:23][CH3:24])[CH:11]=1.Cl. (3) Given the product [Cl:1][C:2]1[CH:3]=[C:4]([CH:9]([CH3:11])[CH3:10])[C:5]2[N:6]([C:13]([CH3:17])=[C:14]([CH3:15])[N:8]=2)[N:7]=1, predict the reactants needed to synthesize it. The reactants are: [Cl:1][C:2]1[N:7]=[N:6][C:5]([NH2:8])=[C:4]([CH:9]([CH3:11])[CH3:10])[CH:3]=1.Br[CH:13]([CH3:17])[C:14](=O)[CH3:15].